Dataset: Forward reaction prediction with 1.9M reactions from USPTO patents (1976-2016). Task: Predict the product of the given reaction. (1) The product is: [F:1][C:2]1[C:11]([F:12])=[C:10]2[C:5]([CH2:6][CH2:7][CH2:8][O:9]2)=[CH:4][CH:3]=1. Given the reactants [F:1][C:2]1[C:11]([F:12])=[C:10]2[C:5]([CH:6]=[CH:7][CH2:8][O:9]2)=[CH:4][CH:3]=1.FC1C=CC=C(OCC#C)C=1F, predict the reaction product. (2) Given the reactants [CH:1]([Si:4]([CH:14]([CH3:16])[CH3:15])([CH:11]([CH3:13])[CH3:12])[O:5][CH:6]([CH2:9][NH2:10])[CH2:7][NH2:8])([CH3:3])[CH3:2].[C:17](SC)(=[O:20])SC, predict the reaction product. The product is: [CH:14]([Si:4]([CH:11]([CH3:13])[CH3:12])([CH:1]([CH3:3])[CH3:2])[O:5][CH:6]1[CH2:7][NH:8][C:17](=[O:20])[NH:10][CH2:9]1)([CH3:16])[CH3:15]. (3) Given the reactants [Br:1][C:2]1[CH:7]=[CH:6][C:5]([C:8]([NH:10][NH:11][C:12]([NH:14][CH2:15][C@@H:16]2[CH2:20][CH2:19][N:18]([C:21]([O:23]C(C)(C)C)=O)[CH2:17]2)=[S:13])=O)=[CH:4][CH:3]=1.C([O-])([O-])=O.[K+].[K+].[CH:34]1(C(Cl)=O)[CH2:36][CH2:35]1.[OH-].[Na+], predict the reaction product. The product is: [Br:1][C:2]1[CH:3]=[CH:4][C:5]([C:8]2[N:14]([CH2:15][C@@H:16]3[CH2:20][CH2:19][N:18]([C:21]([CH:34]4[CH2:36][CH2:35]4)=[O:23])[CH2:17]3)[C:12](=[S:13])[NH:11][N:10]=2)=[CH:6][CH:7]=1. (4) Given the reactants [CH3:1][O:2][C:3]1[CH:4]=[C:5]([CH:9]([OH:12])[CH:10]=[CH2:11])[CH:6]=[CH:7][CH:8]=1.CC(C)=O.OS(O)(=O)=O.O=[Cr](=O)=O, predict the reaction product. The product is: [CH3:1][O:2][C:3]1[CH:4]=[C:5]([C:9](=[O:12])[CH:10]=[CH2:11])[CH:6]=[CH:7][CH:8]=1. (5) Given the reactants [O:1]1[C:5]2[CH:6]=[CH:7][C:8]([CH2:10][C:11]3[N:15]4[N:16]=[C:17]([C:20]5[O:24][C:23]([CH:25]=O)=[CH:22][CH:21]=5)[CH:18]=[CH:19][C:14]4=[N:13][N:12]=3)=[CH:9][C:4]=2[CH2:3][CH2:2]1.[NH:27]1[CH2:32][CH2:31][O:30][CH2:29][CH2:28]1.C(O[BH-](OC(=O)C)OC(=O)C)(=O)C.[Na+], predict the reaction product. The product is: [O:1]1[C:5]2[CH:6]=[CH:7][C:8]([CH2:10][C:11]3[N:15]4[N:16]=[C:17]([C:20]5[O:24][C:23]([CH2:25][N:27]6[CH2:32][CH2:31][O:30][CH2:29][CH2:28]6)=[CH:22][CH:21]=5)[CH:18]=[CH:19][C:14]4=[N:13][N:12]=3)=[CH:9][C:4]=2[CH2:3][CH2:2]1. (6) Given the reactants [Cl:1][C:2]1[CH:7]=[CH:6][C:5]([C:8]2[N:9]=[C:10]([N:24]3[CH:28]=[CH:27][N:26]=[C:25]3[CH3:29])[O:11][C:12]=2[CH2:13][CH2:14][CH2:15][O:16][C:17]2[CH:22]=[CH:21][CH:20]=[CH:19][C:18]=2[CH3:23])=[CH:4][CH:3]=1.Cl, predict the reaction product. The product is: [ClH:1].[Cl:1][C:2]1[CH:3]=[CH:4][C:5]([C:8]2[N:9]=[C:10]([N:24]3[CH:28]=[CH:27][N:26]=[C:25]3[CH3:29])[O:11][C:12]=2[CH2:13][CH2:14][CH2:15][O:16][C:17]2[CH:22]=[CH:21][CH:20]=[CH:19][C:18]=2[CH3:23])=[CH:6][CH:7]=1. (7) Given the reactants [F:1][C:2]1[C:3]([CH3:23])=[C:4]([C@:8]2([C:20](O)=[O:21])[CH2:12][CH2:11][C:10]([C:13]3[C:14]([CH3:19])=[N:15][CH:16]=[CH:17][CH:18]=3)=[CH:9]2)[CH:5]=[CH:6][CH:7]=1.CN(C(F)=[N+](C)C)C.F[P-](F)(F)(F)(F)F.CCN(CC)CC.O1CCCCC1[O:52][NH2:53].Cl, predict the reaction product. The product is: [F:1][C:2]1[C:3]([CH3:23])=[C:4]([C@:8]2([C:20]([NH:53][OH:52])=[O:21])[CH2:12][CH2:11][C:10]([C:13]3[C:14]([CH3:19])=[N:15][CH:16]=[CH:17][CH:18]=3)=[CH:9]2)[CH:5]=[CH:6][CH:7]=1.